Task: Predict which catalyst facilitates the given reaction.. Dataset: Catalyst prediction with 721,799 reactions and 888 catalyst types from USPTO (1) Product: [O:15]1[C:2]2([CH2:7][CH2:6][CH:5]([C:8]([O:10][CH2:11][CH3:12])=[O:9])[CH2:4][CH2:3]2)[O:1][CH2:13][CH2:14]1. Reactant: [O:1]=[C:2]1[CH2:7][CH2:6][CH:5]([C:8]([O:10][CH2:11][CH3:12])=[O:9])[CH2:4][CH2:3]1.[CH2:13](O)[CH2:14][OH:15].C1(C)C=CC=CC=1. The catalyst class is: 28. (2) Reactant: [BH4-].[Na+].O.C(=O)(O)[O-].[Na+].[F:9][C:10]1[CH:11]=[C:12]2[C:17](=[CH:18][CH:19]=1)[C:16]([C:20]1[CH:25]=[CH:24][C:23]([C:26]([F:29])([F:28])[F:27])=[CH:22][CH:21]=1)=[N:15][CH2:14][CH2:13]2. Product: [F:9][C:10]1[CH:11]=[C:12]2[C:17](=[CH:18][CH:19]=1)[CH:16]([C:20]1[CH:25]=[CH:24][C:23]([C:26]([F:28])([F:27])[F:29])=[CH:22][CH:21]=1)[NH:15][CH2:14][CH2:13]2. The catalyst class is: 13. (3) Reactant: [N:1]1([CH2:6][CH2:7][O:8][C:9]2[CH:14]=[CH:13][C:12]([NH2:15])=[CH:11][CH:10]=2)[CH2:5][CH2:4][CH2:3][CH2:2]1.[O:16]1[CH2:21][CH2:20][CH2:19][CH2:18][CH:17]1[O:22][C:23]1[CH:30]=[CH:29][C:26]([CH:27]=O)=[CH:25][CH:24]=1.S([O-])([O-])(=O)=O.[Mg+2]. Product: [N:1]1([CH2:6][CH2:7][O:8][C:9]2[CH:10]=[CH:11][C:12]([N:15]=[CH:27][C:26]3[CH:25]=[CH:24][C:23]([O:22][CH:17]4[CH2:18][CH2:19][CH2:20][CH2:21][O:16]4)=[CH:30][CH:29]=3)=[CH:13][CH:14]=2)[CH2:5][CH2:4][CH2:3][CH2:2]1. The catalyst class is: 2. (4) Reactant: C[O:2][C:3]([C:5]1[CH:14]=[CH:13][C:12]2[CH2:11][CH2:10][C:9]([CH3:16])([CH3:15])[CH2:8][C:7]=2[N:6]=1)=[O:4].O.[OH-].[Li+].Cl. Product: [CH3:15][C:9]1([CH3:16])[CH2:8][C:7]2[N:6]=[C:5]([C:3]([OH:4])=[O:2])[CH:14]=[CH:13][C:12]=2[CH2:11][CH2:10]1. The catalyst class is: 20. (5) Reactant: C([N:8]1[CH2:13][CH2:12][N:11]([C:14]2[CH:19]=[CH:18][C:17]([C:20]3[C:26]4[CH:27]=[C:28]([O:33][CH3:34])[C:29]([O:31][CH3:32])=[CH:30][C:25]=4[CH2:24][CH:23]([CH3:35])[N:22]([C:36]([NH:38][CH3:39])=[O:37])[N:21]=3)=[CH:16][CH:15]=2)[C:10](=[O:40])[CH2:9]1)C1C=CC=CC=1.[H][H]. Product: [CH3:32][O:31][C:29]1[C:28]([O:33][CH3:34])=[CH:27][C:26]2[C:20]([C:17]3[CH:18]=[CH:19][C:14]([N:11]4[CH2:12][CH2:13][NH:8][CH2:9][C:10]4=[O:40])=[CH:15][CH:16]=3)=[N:21][N:22]([C:36]([NH:38][CH3:39])=[O:37])[CH:23]([CH3:35])[CH2:24][C:25]=2[CH:30]=1. The catalyst class is: 29. (6) Reactant: S(=O)(=O)(O)O.[CH3:6][O:7][C:8]([C:10]1[S:14][C:13]([CH2:15][CH:16]([C:18]2[C:19]([CH2:24][CH2:25][CH2:26][CH3:27])=[N:20][O:21][C:22]=2[CH3:23])O)=[N:12][C:11]=1[CH3:28])=[O:9].[OH-].[Na+]. Product: [CH3:6][O:7][C:8]([C:10]1[S:14][C:13](/[CH:15]=[CH:16]/[C:18]2[C:19]([CH2:24][CH2:25][CH2:26][CH3:27])=[N:20][O:21][C:22]=2[CH3:23])=[N:12][C:11]=1[CH3:28])=[O:9]. The catalyst class is: 13.